Predict the reactants needed to synthesize the given product. From a dataset of Full USPTO retrosynthesis dataset with 1.9M reactions from patents (1976-2016). Given the product [Br:15][C:12]1[CH:13]=[CH:14][C:9]([CH:7]2[O:8][C:1](=[O:18])[NH:5][CH2:6]2)=[N:10][CH:11]=1, predict the reactants needed to synthesize it. The reactants are: [C:1]([N-:5][CH2:6][CH:7]([C:9]1[CH:14]=[CH:13][C:12]([Br:15])=[CH:11][N:10]=1)[OH:8])(C)(C)C.[H-].[Na+].[OH2:18].